Dataset: Reaction yield outcomes from USPTO patents with 853,638 reactions. Task: Predict the reaction yield, written as a fraction of the theoretical maximum amount of product (1.0 means a 100% yield; for example, 0.34 means a 34% yield). The reactants are [N+:1]([C:4]1[CH:5]=[C:6]([C:17]2[C:25]3[C:20](=[N:21][CH:22]=[N:23][C:24]=3[NH2:26])[N:19]([CH:27]3[CH2:32][CH2:31][NH:30][CH2:29][CH2:28]3)[N:18]=2)[CH:7]=[CH:8][C:9]=1[O:10][C:11]1[CH:16]=[CH:15][CH:14]=[CH:13][CH:12]=1)([O-:3])=[O:2].[C:33]([O:37][C:38](=[O:43])[NH:39][CH2:40][CH2:41]Br)([CH3:36])([CH3:35])[CH3:34].C(=O)([O-])[O-].[K+].[K+].ClCCl. The catalyst is CN(C)C=O.O. The product is [NH2:26][C:24]1[N:23]=[CH:22][N:21]=[C:20]2[N:19]([CH:27]3[CH2:32][CH2:31][N:30]([CH2:41][CH2:40][NH:39][C:38](=[O:43])[O:37][C:33]([CH3:36])([CH3:35])[CH3:34])[CH2:29][CH2:28]3)[N:18]=[C:17]([C:6]3[CH:7]=[CH:8][C:9]([O:10][C:11]4[CH:12]=[CH:13][CH:14]=[CH:15][CH:16]=4)=[C:4]([N+:1]([O-:3])=[O:2])[CH:5]=3)[C:25]=12. The yield is 0.672.